Task: Predict which catalyst facilitates the given reaction.. Dataset: Catalyst prediction with 721,799 reactions and 888 catalyst types from USPTO Reactant: [CH:1]1([N:4]2[C:12]3[C:7](=[C:8]([O:18][CH3:19])[CH:9]=[C:10]([C:13]([O:15]CC)=[O:14])[CH:11]=3)[CH:6]=[CH:5]2)[CH2:3][CH2:2]1.Cl. Product: [CH:1]1([N:4]2[C:12]3[C:7](=[C:8]([O:18][CH3:19])[CH:9]=[C:10]([C:13]([OH:15])=[O:14])[CH:11]=3)[CH:6]=[CH:5]2)[CH2:2][CH2:3]1. The catalyst class is: 5.